This data is from Reaction yield outcomes from USPTO patents with 853,638 reactions. The task is: Predict the reaction yield, written as a fraction of the theoretical maximum amount of product (1.0 means a 100% yield; for example, 0.34 means a 34% yield). The reactants are [F:1][C:2]1[CH:36]=[CH:35][C:5]([CH2:6][N:7]2[C:19](=[O:20])[C:18]3[C:17]([O:21][Si:22]([CH:29]([CH3:31])[CH3:30])([CH:26]([CH3:28])[CH3:27])[CH:23]([CH3:25])[CH3:24])=[C:16]4[C:11]([CH:12]=[CH:13][CH:14]=[N:15]4)=[C:10]([O:32][CH3:33])[C:9]=3[C:8]2=[O:34])=[CH:4][CH:3]=1.[C:37]1([Mg]Br)[CH:42]=[CH:41][CH:40]=[CH:39][CH:38]=1.CCOCC. The catalyst is C1COCC1.CCOC(C)=O. The product is [F:1][C:2]1[CH:3]=[CH:4][C:5]([CH2:6][N:7]2[C:19](=[O:20])[C:18]3[C:17]([O:21][Si:22]([CH:29]([CH3:30])[CH3:31])([CH:26]([CH3:27])[CH3:28])[CH:23]([CH3:25])[CH3:24])=[C:16]4[C:11]([CH:12]=[CH:13][CH:14]=[N:15]4)=[C:10]([O:32][CH3:33])[C:9]=3[C:8]2([OH:34])[C:37]2[CH:42]=[CH:41][CH:40]=[CH:39][CH:38]=2)=[CH:35][CH:36]=1. The yield is 0.800.